This data is from NCI-60 drug combinations with 297,098 pairs across 59 cell lines. The task is: Regression. Given two drug SMILES strings and cell line genomic features, predict the synergy score measuring deviation from expected non-interaction effect. (1) Drug 1: CCC1(CC2CC(C3=C(CCN(C2)C1)C4=CC=CC=C4N3)(C5=C(C=C6C(=C5)C78CCN9C7C(C=CC9)(C(C(C8N6C)(C(=O)OC)O)OC(=O)C)CC)OC)C(=O)OC)O.OS(=O)(=O)O. Drug 2: B(C(CC(C)C)NC(=O)C(CC1=CC=CC=C1)NC(=O)C2=NC=CN=C2)(O)O. Cell line: MALME-3M. Synergy scores: CSS=44.7, Synergy_ZIP=2.74, Synergy_Bliss=3.50, Synergy_Loewe=-0.282, Synergy_HSA=-0.831. (2) Drug 1: CC1=C(C=C(C=C1)NC2=NC=CC(=N2)N(C)C3=CC4=NN(C(=C4C=C3)C)C)S(=O)(=O)N.Cl. Drug 2: CN(CC1=CN=C2C(=N1)C(=NC(=N2)N)N)C3=CC=C(C=C3)C(=O)NC(CCC(=O)O)C(=O)O. Cell line: OVCAR3. Synergy scores: CSS=17.2, Synergy_ZIP=-5.81, Synergy_Bliss=-1.13, Synergy_Loewe=-35.9, Synergy_HSA=-1.61. (3) Drug 1: C1C(C(OC1N2C=NC3=C2NC=NCC3O)CO)O. Drug 2: CC1C(C(CC(O1)OC2CC(CC3=C2C(=C4C(=C3O)C(=O)C5=CC=CC=C5C4=O)O)(C(=O)C)O)N)O. Cell line: M14. Synergy scores: CSS=37.4, Synergy_ZIP=1.16, Synergy_Bliss=0.870, Synergy_Loewe=-54.9, Synergy_HSA=-0.722. (4) Drug 2: C1=NC2=C(N1)C(=S)N=CN2. Cell line: T-47D. Synergy scores: CSS=35.2, Synergy_ZIP=-7.45, Synergy_Bliss=-5.43, Synergy_Loewe=-2.38, Synergy_HSA=-2.03. Drug 1: CS(=O)(=O)CCNCC1=CC=C(O1)C2=CC3=C(C=C2)N=CN=C3NC4=CC(=C(C=C4)OCC5=CC(=CC=C5)F)Cl. (5) Drug 1: CC12CCC3C(C1CCC2=O)CC(=C)C4=CC(=O)C=CC34C. Drug 2: CC(C)(C#N)C1=CC(=CC(=C1)CN2C=NC=N2)C(C)(C)C#N. Cell line: ACHN. Synergy scores: CSS=28.3, Synergy_ZIP=-4.81, Synergy_Bliss=-3.13, Synergy_Loewe=-4.65, Synergy_HSA=-3.24. (6) Drug 1: CCC1(CC2CC(C3=C(CCN(C2)C1)C4=CC=CC=C4N3)(C5=C(C=C6C(=C5)C78CCN9C7C(C=CC9)(C(C(C8N6C)(C(=O)OC)O)OC(=O)C)CC)OC)C(=O)OC)O.OS(=O)(=O)O. Drug 2: CC1=C(C(=O)C2=C(C1=O)N3CC4C(C3(C2COC(=O)N)OC)N4)N. Cell line: TK-10. Synergy scores: CSS=5.87, Synergy_ZIP=-5.42, Synergy_Bliss=-3.28, Synergy_Loewe=-5.63, Synergy_HSA=-3.79. (7) Drug 1: C1CC(C1)(C(=O)O)C(=O)O.[NH2-].[NH2-].[Pt+2]. Drug 2: COC1=C2C(=CC3=C1OC=C3)C=CC(=O)O2. Cell line: DU-145. Synergy scores: CSS=40.6, Synergy_ZIP=11.0, Synergy_Bliss=13.1, Synergy_Loewe=8.89, Synergy_HSA=8.81.